The task is: Predict the reaction yield, written as a fraction of the theoretical maximum amount of product (1.0 means a 100% yield; for example, 0.34 means a 34% yield).. This data is from Reaction yield outcomes from USPTO patents with 853,638 reactions. (1) The reactants are Br[CH2:2][C:3]([C:5]1[CH:6]=[C:7]2[C:12](=[CH:13][CH:14]=1)[N:11]=[CH:10][CH:9]=[CH:8]2)=[O:4].[Cl:15][C:16]1[N:21]=[N:20][C:19](/[N:22]=[CH:23]/N(C)C)=[CH:18][CH:17]=1.CN(C=O)C. No catalyst specified. The product is [Cl:15][C:16]1[CH:17]=[CH:18][C:19]2[N:20]([C:2]([C:3]([C:5]3[CH:6]=[C:7]4[C:12](=[CH:13][CH:14]=3)[N:11]=[CH:10][CH:9]=[CH:8]4)=[O:4])=[CH:23][N:22]=2)[N:21]=1. The yield is 0.610. (2) The product is [S:1]1[C:5]2[CH:6]=[C:7]([N:10]3[CH2:14][CH2:13][N:12]([C:17]4[CH:18]=[C:19]5[CH:25]=[CH:24][N:23]([CH2:26][O:27][CH2:28][CH2:29][Si:30]([CH3:33])([CH3:32])[CH3:31])[C:20]5=[N:21][CH:22]=4)[C:11]3=[O:15])[CH:8]=[CH:9][C:4]=2[N:3]=[CH:2]1. The yield is 0.523. The reactants are [S:1]1[C:5]2[CH:6]=[C:7]([N:10]3[CH2:14][CH2:13][NH:12][C:11]3=[O:15])[CH:8]=[CH:9][C:4]=2[N:3]=[CH:2]1.Br[C:17]1[CH:18]=[C:19]2[CH:25]=[CH:24][N:23]([CH2:26][O:27][CH2:28][CH2:29][Si:30]([CH3:33])([CH3:32])[CH3:31])[C:20]2=[N:21][CH:22]=1.CN[C@@H]1CCCC[C@H]1NC.P([O-])([O-])([O-])=O.[K+].[K+].[K+]. The catalyst is [Cu](I)I.O1CCOCC1. (3) The reactants are [CH3:1][O:2][C:3]([C:5]1([C:8]2[CH:13]=[CH:12][C:11]([OH:14])=[C:10]([C:15](=O)[CH3:16])[CH:9]=2)[CH2:7][CH2:6]1)=[O:4].Cl.[NH2:19][OH:20].C([O-])(=O)C.[Na+]. The catalyst is CCO. The product is [CH3:1][O:2][C:3]([C:5]1([C:8]2[CH:13]=[CH:12][C:11]([OH:14])=[C:10]([C:15](=[N:19][OH:20])[CH3:16])[CH:9]=2)[CH2:7][CH2:6]1)=[O:4]. The yield is 0.980. (4) The reactants are Cl[C:2]1[C:7]([C:8]#[N:9])=[CH:6][CH:5]=[CH:4][N:3]=1.[CH3:10][O:11][C:12]1[CH:17]=[CH:16][CH:15]=[CH:14][C:13]=1B(O)O.C(O)(C)C.C(=O)([O-])[O-].[Na+].[Na+]. The catalyst is Cl[Pd](Cl)([P](C1C=CC=CC=1)(C1C=CC=CC=1)C1C=CC=CC=1)[P](C1C=CC=CC=1)(C1C=CC=CC=1)C1C=CC=CC=1.C(OCC)(=O)C. The product is [CH3:10][O:11][C:12]1[CH:17]=[CH:16][CH:15]=[CH:14][C:13]=1[C:2]1[N:3]=[CH:4][CH:5]=[CH:6][C:7]=1[C:8]#[N:9]. The yield is 0.660. (5) The reactants are Br[C:2]1[CH:7]=[C:6]([N+:8]([O-:10])=[O:9])[CH:5]=[CH:4][C:3]=1[F:11].CC([O-])=O.[K+].[B:17]1([B:17]2[O:21][C:20]([CH3:23])([CH3:22])[C:19]([CH3:25])([CH3:24])[O:18]2)[O:21][C:20]([CH3:23])([CH3:22])[C:19]([CH3:25])([CH3:24])[O:18]1. The catalyst is O1CCOCC1.C1C=CC([PH+]([C]2[CH][CH][CH][CH]2)C2C=CC=CC=2)=CC=1.C1C=CC([PH+]([C]2[CH][CH][CH][CH]2)C2C=CC=CC=2)=CC=1.C(Cl)Cl.Cl[Pd]Cl.[Fe]. The product is [F:11][C:3]1[CH:4]=[CH:5][C:6]([N+:8]([O-:10])=[O:9])=[CH:7][C:2]=1[B:17]1[O:21][C:20]([CH3:23])([CH3:22])[C:19]([CH3:25])([CH3:24])[O:18]1. The yield is 0.950.